The task is: Predict the reaction yield, written as a fraction of the theoretical maximum amount of product (1.0 means a 100% yield; for example, 0.34 means a 34% yield).. This data is from Reaction yield outcomes from USPTO patents with 853,638 reactions. The reactants are Br[C:2]1[CH:3]=[CH:4][C:5]([O:8][CH3:9])=[N:6][CH:7]=1.C([Li])CCC.Br[CH2:16][CH2:17][CH2:18][C:19]1[CH:24]=[CH:23][CH:22]=[CH:21][CH:20]=1. The catalyst is C1COCC1. The product is [CH3:9][O:8][C:5]1[CH:4]=[CH:3][C:2]([CH2:16][CH2:17][CH2:18][C:19]2[CH:24]=[CH:23][CH:22]=[CH:21][CH:20]=2)=[CH:7][N:6]=1. The yield is 0.170.